The task is: Predict which catalyst facilitates the given reaction.. This data is from Catalyst prediction with 721,799 reactions and 888 catalyst types from USPTO. (1) Product: [Br:1][C:2]1[N:3]=[C:4]([Br:10])[CH:5]=[CH:6][C:7]=1[C:8]([OH:12])=[O:9]. The catalyst class is: 371. Reactant: [Br:1][C:2]1[C:7]([CH:8]=[O:9])=[CH:6][CH:5]=[C:4]([Br:10])[N:3]=1.P([O-])(O)(O)=[O:12].[Na+].CC(=CC)C.Cl([O-])=O.[Na+].Cl. (2) Reactant: [Br:1][C:2]1[C:6]2[CH:7]=[N:8][C:9](C(O)=O)=[CH:10][C:5]=2[N:4]([C:14]([C:27]2[CH:32]=[CH:31][CH:30]=[CH:29][CH:28]=2)([C:21]2[CH:26]=[CH:25][CH:24]=[CH:23][CH:22]=2)[C:15]2[CH:20]=[CH:19][CH:18]=[CH:17][CH:16]=2)[N:3]=1.C1(P([N:47]=[N+]=[N-])(C2C=CC=CC=2)=O)C=CC=CC=1.[OH-].[K+]. Product: [Br:1][C:2]1[C:6]2[CH:7]=[N:8][C:9]([NH2:47])=[CH:10][C:5]=2[N:4]([C:14]([C:15]2[CH:16]=[CH:17][CH:18]=[CH:19][CH:20]=2)([C:21]2[CH:22]=[CH:23][CH:24]=[CH:25][CH:26]=2)[C:27]2[CH:28]=[CH:29][CH:30]=[CH:31][CH:32]=2)[N:3]=1. The catalyst class is: 12. (3) Reactant: [F:1][C:2]1[CH:7]=[CH:6][C:5]([CH:8]([CH3:13])[C:9]([O:11][CH3:12])=[O:10])=[CH:4][CH:3]=1.[CH3:14][Si](C)(C)[N-][Si](C)(C)C.[Li+].C(Br)[CH2:25][CH:26]([CH3:28])[CH3:27]. Product: [F:1][C:2]1[CH:3]=[CH:4][C:5]([C:8]([CH3:14])([CH2:13][CH2:25][CH:26]([CH3:28])[CH3:27])[C:9]([O:11][CH3:12])=[O:10])=[CH:6][CH:7]=1. The catalyst class is: 7.